This data is from Full USPTO retrosynthesis dataset with 1.9M reactions from patents (1976-2016). The task is: Predict the reactants needed to synthesize the given product. (1) Given the product [OH:1][CH:2]([CH2:6][CH2:7][S:8][CH3:9])[C:3]([O:5][CH2:11][CH2:12][CH2:13][CH2:14][CH2:15][CH2:16][CH2:17][CH3:18])=[O:4], predict the reactants needed to synthesize it. The reactants are: [OH:1][CH:2]([CH2:6][CH2:7][S:8][CH3:9])[C:3]([OH:5])=[O:4].C.[CH2:11](O)[CH2:12][CH2:13][CH2:14][CH2:15][CH2:16][CH2:17][CH3:18].S([O-])(O)(=O)=O.[Na+]. (2) Given the product [ClH:1].[CH3:8][O:9][C:10]1[CH:11]=[CH:12][C:13]([CH2:14][CH2:15][N:16]([CH2:18][CH2:19][N:20]2[C:26]3[CH:27]=[CH:28][CH:29]=[CH:30][C:25]=3[CH2:24][O:23][C:22]3[CH:31]=[CH:32][CH:33]=[CH:34][C:21]2=3)[CH3:17])=[CH:35][CH:36]=1, predict the reactants needed to synthesize it. The reactants are: [ClH:1].O1CCOCC1.[CH3:8][O:9][C:10]1[CH:36]=[CH:35][C:13]([CH2:14][CH2:15][N:16]([CH2:18][CH2:19][N:20]2[C:26]3[CH:27]=[CH:28][CH:29]=[CH:30][C:25]=3[CH2:24][O:23][C:22]3[CH:31]=[CH:32][CH:33]=[CH:34][C:21]2=3)[CH3:17])=[CH:12][CH:11]=1. (3) Given the product [CH3:1][O:2][C:3]([C:4]1[CH:9]=[CH:8][C:7]([C:16]2[CH:17]=[CH:18][CH:19]=[CH:20][C:15]=2[C:14]([F:25])([F:24])[F:13])=[C:6]([CH3:11])[CH:5]=1)=[O:12], predict the reactants needed to synthesize it. The reactants are: [CH3:1][O:2][C:3](=[O:12])[C:4]1[CH:9]=[CH:8][C:7](Br)=[C:6]([CH3:11])[CH:5]=1.[F:13][C:14]([F:25])([F:24])[C:15]1[CH:20]=[CH:19][CH:18]=[CH:17][C:16]=1B(O)O.C(=O)([O-])[O-].[Na+].[Na+]. (4) Given the product [CH3:31][C:29]([OH:32])([C:24]1[CH:25]=[CH:26][CH:27]=[CH:28][C:23]=1[CH2:22][CH2:21][C@@H:20]([S:47][CH2:48][C:49]1([CH2:52][C:53]([OH:55])=[O:54])[CH2:51][CH2:50]1)[C:16]1[CH:17]=[CH:18][CH:19]=[C:14](/[CH:13]=[CH:12]/[C:8]2[CH:7]=[CH:6][C:5]3[CH:4]=[CH:3][C:2]([Cl:1])=[CH:11][C:10]=3[N:9]=2)[CH:15]=1)[CH3:30], predict the reactants needed to synthesize it. The reactants are: [Cl:1][C:2]1[CH:11]=[C:10]2[C:5]([CH:6]=[CH:7][C:8]([CH:12]=[CH:13][C:14]3[CH:15]=[C:16]([C@@H:20](OS(C)(=O)=O)[CH2:21][CH2:22][C:23]4[CH:28]=[CH:27][CH:26]=[CH:25][C:24]=4[C:29]([O:32]C4CCCCO4)([CH3:31])[CH3:30])[CH:17]=[CH:18][CH:19]=3)=[N:9]2)=[CH:4][CH:3]=1.C([S:47][CH2:48][C:49]1([CH2:52][C:53]([O:55]C)=[O:54])[CH2:51][CH2:50]1)(=O)C. (5) Given the product [CH2:15]([O:14][C:10]1[CH:11]=[C:12]2[C:7](=[C:8]3[CH2:19][C:18]([CH3:20])([CH3:21])[O:17][C:9]=13)[C:6]([C:22]1[CH:27]=[CH:26][CH:25]=[CH:24][CH:23]=1)=[N:5][C:4]([CH2:3][N:35]1[C:31](=[O:41])[C:32]3[C:33](=[CH:37][CH:38]=[CH:39][CH:40]=3)[C:34]1=[O:36])([CH3:28])[CH2:13]2)[CH3:16], predict the reactants needed to synthesize it. The reactants are: Cl.Br[CH2:3][C:4]1([CH3:28])[CH2:13][C:12]2[C:7](=[C:8]3[CH2:19][C:18]([CH3:21])([CH3:20])[O:17][C:9]3=[C:10]([O:14][CH2:15][CH3:16])[CH:11]=2)[C:6]([C:22]2[CH:27]=[CH:26][CH:25]=[CH:24][CH:23]=2)=[N:5]1.[H-].[Na+].[C:31]1(=[O:41])[NH:35][C:34](=[O:36])[C:33]2=[CH:37][CH:38]=[CH:39][CH:40]=[C:32]12.[K].O. (6) Given the product [OH:34][C@@:27]1([C:25]#[C:26][C:2]2[CH:3]=[C:4]([N:8]3[C:16]4[CH2:15][CH2:14][N:13]([S:17]([CH3:19])=[O:18])[CH2:12][C:11]=4[C:10]([C:20]([O:22][CH2:23][CH3:24])=[O:21])=[N:9]3)[CH:5]=[CH:6][CH:7]=2)[CH2:31][CH2:30][N:29]([CH3:32])[C:28]1=[O:33], predict the reactants needed to synthesize it. The reactants are: Br[C:2]1[CH:3]=[C:4]([N:8]2[C:16]3[CH2:15][CH2:14][N:13]([S:17]([CH3:19])=[O:18])[CH2:12][C:11]=3[C:10]([C:20]([O:22][CH2:23][CH3:24])=[O:21])=[N:9]2)[CH:5]=[CH:6][CH:7]=1.[C:25]([C@:27]1([OH:34])[CH2:31][CH2:30][N:29]([CH3:32])[C:28]1=[O:33])#[CH:26].